Dataset: Reaction yield outcomes from USPTO patents with 853,638 reactions. Task: Predict the reaction yield, written as a fraction of the theoretical maximum amount of product (1.0 means a 100% yield; for example, 0.34 means a 34% yield). (1) The reactants are BrCCBr.Cl[Si](C)(C)C.I[CH:11]1[CH2:14][N:13]([C:15]([O:17][CH2:18][C:19]2[CH:24]=[CH:23][CH:22]=[CH:21][CH:20]=2)=[O:16])[CH2:12]1.[Cl:25][C:26]1[C:27]([CH3:39])=[C:28](I)[C:29]([O:35][CH2:36][CH3:37])=[C:30]([C:32](=[O:34])[CH3:33])[CH:31]=1. The catalyst is CN(C)C=O.[Zn].C1C=CC(/C=C/C(/C=C/C2C=CC=CC=2)=O)=CC=1.C1C=CC(/C=C/C(/C=C/C2C=CC=CC=2)=O)=CC=1.C1C=CC(/C=C/C(/C=C/C2C=CC=CC=2)=O)=CC=1.[Pd].[Pd].O1C=CC=C1P(C1OC=CC=1)C1OC=CC=1. The product is [C:32]([C:30]1[C:29]([O:35][CH2:36][CH3:37])=[C:28]([CH:11]2[CH2:14][N:13]([C:15]([O:17][CH2:18][C:19]3[CH:24]=[CH:23][CH:22]=[CH:21][CH:20]=3)=[O:16])[CH2:12]2)[C:27]([CH3:39])=[C:26]([Cl:25])[CH:31]=1)(=[O:34])[CH3:33]. The yield is 0.780. (2) The reactants are C(OC([N:8]1[CH2:12][CH2:11][CH:10]([C:13]2[CH:18]=[CH:17][C:16]([NH:19][C:20](=[O:28])[C:21]3[CH:26]=[CH:25][C:24]([Cl:27])=[CH:23][CH:22]=3)=[CH:15][CH:14]=2)[CH2:9]1)=O)(C)(C)C.Cl. The catalyst is C1COCC1.O1CCOCC1. The product is [ClH:27].[Cl:27][C:24]1[CH:23]=[CH:22][C:21]([C:20]([NH:19][C:16]2[CH:17]=[CH:18][C:13]([CH:10]3[CH2:11][CH2:12][NH:8][CH2:9]3)=[CH:14][CH:15]=2)=[O:28])=[CH:26][CH:25]=1. The yield is 0.830. (3) The reactants are [CH:1]([C:4]1[NH:5][C:6]([C:9]2[CH:14]=[C:13]([O:15][C:16]3[CH:17]=[N:18][C:19]([N+:22]([O-])=O)=[CH:20][CH:21]=3)[CH:12]=[CH:11][N:10]=2)=[CH:7][N:8]=1)([CH3:3])[CH3:2]. The catalyst is CO.[Pd]. The product is [CH:1]([C:4]1[NH:5][C:6]([C:9]2[CH:14]=[C:13]([O:15][C:16]3[CH:21]=[CH:20][C:19]([NH2:22])=[N:18][CH:17]=3)[CH:12]=[CH:11][N:10]=2)=[CH:7][N:8]=1)([CH3:3])[CH3:2]. The yield is 0.950. (4) The product is [CH3:23][C:24]1[N:25]=[C:26]([N:32]2[CH2:36][CH2:35][N:34]([CH2:37][CH2:38][CH2:39][C:40]3[CH:45]=[CH:44][CH:43]=[CH:42][CH:41]=3)[C:33]2=[O:46])[S:27][C:28]=1[C:29]([NH:47][CH2:48][C:49]1[CH:50]=[N:51][CH:52]=[CH:53][CH:54]=1)=[O:31]. The reactants are C(N1CCN(C2SC(C(O)=O)=C(C)N=2)C1=O)C1C=CC=CC=1.[CH3:23][C:24]1[N:25]=[C:26]([N:32]2[CH2:36][CH2:35][N:34]([CH2:37][CH2:38][CH2:39][C:40]3[CH:45]=[CH:44][CH:43]=[CH:42][CH:41]=3)[C:33]2=[O:46])[S:27][C:28]=1[C:29]([OH:31])=O.[NH2:47][CH2:48][C:49]1[CH:50]=[N:51][CH:52]=[CH:53][CH:54]=1. No catalyst specified. The yield is 0.620. (5) The reactants are C([O:8][C:9]1[CH:10]=[CH:11][C:12]([C@@H:20]([OH:42])[CH2:21][NH:22][CH2:23][CH2:24][C:25]2[CH:30]=[CH:29][CH:28]=[C:27]([O:31][CH2:32][C:33]([F:41])([F:40])[C:34]3[CH:39]=[CH:38][CH:37]=[CH:36][CH:35]=3)[CH:26]=2)=[C:13]2[C:18]=1[NH:17][C:16](=[O:19])[CH:15]=[CH:14]2)C1C=CC=CC=1. The catalyst is CO.[Pd]. The product is [F:41][C:33]([F:40])([C:34]1[CH:39]=[CH:38][CH:37]=[CH:36][CH:35]=1)[CH2:32][O:31][C:27]1[CH:26]=[C:25]([CH2:24][CH2:23][NH:22][CH2:21][C@@H:20]([C:12]2[CH:11]=[CH:10][C:9]([OH:8])=[C:18]3[C:13]=2[CH:14]=[CH:15][C:16](=[O:19])[NH:17]3)[OH:42])[CH:30]=[CH:29][CH:28]=1. The yield is 0.700.